Dataset: Peptide-MHC class I binding affinity with 185,985 pairs from IEDB/IMGT. Task: Regression. Given a peptide amino acid sequence and an MHC pseudo amino acid sequence, predict their binding affinity value. This is MHC class I binding data. (1) The peptide sequence is FRNLAYGRTCVLGK. The MHC is HLA-A33:01 with pseudo-sequence HLA-A33:01. The binding affinity (normalized) is 0.147. (2) The peptide sequence is GEGSGARLL. The MHC is HLA-B15:17 with pseudo-sequence HLA-B15:17. The binding affinity (normalized) is 0.0847. (3) The peptide sequence is EVRKAIEFV. The MHC is HLA-A11:01 with pseudo-sequence HLA-A11:01. The binding affinity (normalized) is 0.213. (4) The MHC is HLA-A02:03 with pseudo-sequence HLA-A02:03. The peptide sequence is APKEFRGAL. The binding affinity (normalized) is 0.0847.